The task is: Predict the reactants needed to synthesize the given product.. This data is from Full USPTO retrosynthesis dataset with 1.9M reactions from patents (1976-2016). (1) Given the product [F:29][C:30]1[CH:38]=[CH:37][C:33]([C:34]([NH:26][C:23]2[C:22]([CH3:27])=[C:21]([CH3:28])[C:12]3[O:13][C:14]4([CH2:19][CH2:18][N:17]([CH3:20])[CH2:16][CH2:15]4)[CH:10]([C:7]4[CH:6]=[CH:5][C:4]([CH:1]([CH3:3])[CH3:2])=[CH:9][CH:8]=4)[C:11]=3[C:24]=2[CH3:25])=[O:35])=[CH:32][CH:31]=1, predict the reactants needed to synthesize it. The reactants are: [CH:1]([C:4]1[CH:9]=[CH:8][C:7]([CH:10]2[C:14]3([CH2:19][CH2:18][N:17]([CH3:20])[CH2:16][CH2:15]3)[O:13][C:12]3[C:21]([CH3:28])=[C:22]([CH3:27])[C:23]([NH2:26])=[C:24]([CH3:25])[C:11]2=3)=[CH:6][CH:5]=1)([CH3:3])[CH3:2].[F:29][C:30]1[CH:38]=[CH:37][C:33]([C:34](Cl)=[O:35])=[CH:32][CH:31]=1.CO.C(OC(C)C)(C)C. (2) Given the product [OH:17][CH:10]([C:11]1[CH:12]=[N:13][CH:14]=[CH:15][CH:16]=1)[C:9]([C:6]1[CH:5]=[CH:4][C:3]([O:2][CH3:1])=[CH:8][CH:7]=1)=[O:26], predict the reactants needed to synthesize it. The reactants are: [CH3:1][O:2][C:3]1[CH:8]=[CH:7][C:6]([C:9](=[O:26])[CH:10]([O:17]C(=O)C2C=CC=CC=2)[C:11]2[CH:12]=[N:13][CH:14]=[CH:15][CH:16]=2)=[CH:5][CH:4]=1.CC(C)([O-])C.[K+]. (3) Given the product [C:17]([NH:12][CH2:11][C:10]1[CH:13]=[CH:14][CH:15]=[CH:16][C:9]=1[O:8][CH3:7])(=[O:24])[C:18]1[CH:23]=[CH:22][CH:21]=[CH:20][CH:19]=1, predict the reactants needed to synthesize it. The reactants are: C(=O)([O-])[O-].[Na+].[Na+].[CH3:7][O:8][C:9]1[CH:16]=[CH:15][CH:14]=[CH:13][C:10]=1[CH2:11][NH2:12].[C:17](Cl)(=[O:24])[C:18]1[CH:23]=[CH:22][CH:21]=[CH:20][CH:19]=1. (4) Given the product [NH:9]1[C:17]2[C:12](=[CH:13][CH:14]=[C:15]([C@H:18]3[C@@:19]4([C:27]5[C:22](=[CH:23][CH:24]=[CH:25][CH:26]=5)[NH:21][C:20]4=[O:28])[CH2:2]3)[CH:16]=2)[CH:11]=[N:10]1, predict the reactants needed to synthesize it. The reactants are: [I-].[CH3:2][S+](C)(C)=O.[H-].[Na+].[NH:9]1[C:17]2[C:12](=[CH:13][CH:14]=[C:15](/[CH:18]=[C:19]3/[C:20](=[O:28])[NH:21][C:22]4[C:27]/3=[CH:26][CH:25]=[CH:24][CH:23]=4)[CH:16]=2)[CH:11]=[N:10]1. (5) Given the product [NH2:23][C:20]1[CH:21]=[CH:22][C:17]([C:14]2[CH:15]=[CH:16][C:11]([NH:10][C:5]3[CH:6]=[CH:7][CH:8]=[CH:9][C:4]=3[C:1]([O:3][CH3:38])=[O:2])=[C:12]([O:36][CH3:37])[CH:13]=2)=[CH:18][C:19]=1[O:34][CH3:35], predict the reactants needed to synthesize it. The reactants are: [C:1]([C:4]1[CH:9]=[CH:8][CH:7]=[CH:6][C:5]=1[NH:10][C:11]1[CH:16]=[CH:15][C:14]([C:17]2[CH:22]=[CH:21][C:20]([NH:23]C3C=CC(C)=CC=3C(O)=O)=[C:19]([O:34][CH3:35])[CH:18]=2)=[CH:13][C:12]=1[O:36][CH3:37])([OH:3])=[O:2].[CH3:38]OC1C=C(C2C=CC(N)=C(OC)C=2)C=CC=1N.IC1C=CC=CC=1C(O)=O.C([O-])([O-])=O.[Cs+].[Cs+]. (6) Given the product [CH2:1]([C:3]1[CH:22]=[CH:21][C:6]([NH:7][C:8]2[C:9]([C:15]([NH:17][CH2:18][CH2:19][OH:20])=[O:16])=[CH:10][NH:11][C:12](=[O:14])[CH:13]=2)=[C:5]([F:23])[CH:4]=1)[CH3:2], predict the reactants needed to synthesize it. The reactants are: [C:1]([C:3]1[CH:22]=[CH:21][C:6]([NH:7][C:8]2[C:9]([C:15]([NH:17][CH2:18][CH2:19][OH:20])=[O:16])=[CH:10][NH:11][C:12](=[O:14])[CH:13]=2)=[C:5]([F:23])[CH:4]=1)#[CH:2].